Dataset: Full USPTO retrosynthesis dataset with 1.9M reactions from patents (1976-2016). Task: Predict the reactants needed to synthesize the given product. (1) Given the product [CH3:10][O:9][C:7]1[CH:8]=[C:3]([O:2][CH3:1])[CH:4]=[C:5](/[CH:11]=[CH:12]/[C:13]2[CH:14]=[CH:15][C:16]([OH:19])=[CH:17][CH:18]=2)[CH:6]=1.[N:20]1([C:32](=[O:33])[C:31]2[N:29]([CH3:30])[CH:28]=[N:27][C:26]=2[N:24]([CH3:25])[C:22]1=[O:23])[CH3:21], predict the reactants needed to synthesize it. The reactants are: [CH3:1][O:2][C:3]1[CH:8]=[C:7]([O:9][CH3:10])[CH:6]=[C:5](/[CH:11]=[CH:12]/[C:13]2[CH:14]=[CH:15][C:16]([OH:19])=[CH:17][CH:18]=2)[CH:4]=1.[N:20]1([C:32](=[O:33])[C:31]2[N:29]([CH3:30])[CH:28]=[N:27][C:26]=2[N:24]([CH3:25])[C:22]1=[O:23])[CH3:21].CCCCCCC. (2) Given the product [Br:23][CH:10]([CH2:11][C:12]1[CH:17]=[CH:16][CH:15]=[CH:14][CH:13]=1)[C:9]([C:6]1[CH:5]=[CH:4][C:3]([O:2][CH3:1])=[CH:8][CH:7]=1)=[O:18], predict the reactants needed to synthesize it. The reactants are: [CH3:1][O:2][C:3]1[CH:8]=[CH:7][C:6]([C:9](=[O:18])[CH2:10][CH2:11][C:12]2[CH:17]=[CH:16][CH:15]=[CH:14][CH:13]=2)=[CH:5][CH:4]=1.[Al+3].[Cl-].[Cl-].[Cl-].[Br-:23]. (3) Given the product [CH:1]([C:4]1[CH:5]=[CH:6][C:7]([CH3:47])=[C:8]([N:10]2[CH2:46][CH2:45][C:13]3[N:14]=[C:15]([C:25]4[CH:33]=[CH:32][CH:31]=[C:30]5[C:26]=4[C:27]([CH3:44])=[CH:28][N:29]5[S:34]([C:37]4[CH:38]=[CH:39][C:40]([CH3:41])=[CH:42][CH:43]=4)(=[O:35])=[O:36])[N:16]=[C:17]([N:18]4[CH2:23][CH2:22][N:21]([S:49]([CH3:48])(=[O:51])=[O:50])[C@H:20]([CH3:24])[CH2:19]4)[C:12]=3[CH2:11]2)[CH:9]=1)([CH3:3])[CH3:2], predict the reactants needed to synthesize it. The reactants are: [CH:1]([C:4]1[CH:5]=[CH:6][C:7]([CH3:47])=[C:8]([N:10]2[CH2:46][CH2:45][C:13]3[N:14]=[C:15]([C:25]4[CH:33]=[CH:32][CH:31]=[C:30]5[C:26]=4[C:27]([CH3:44])=[CH:28][N:29]5[S:34]([C:37]4[CH:43]=[CH:42][C:40]([CH3:41])=[CH:39][CH:38]=4)(=[O:36])=[O:35])[N:16]=[C:17]([N:18]4[CH2:23][CH2:22][NH:21][C@H:20]([CH3:24])[CH2:19]4)[C:12]=3[CH2:11]2)[CH:9]=1)([CH3:3])[CH3:2].[CH3:48][S:49](Cl)(=[O:51])=[O:50].CCN(C(C)C)C(C)C. (4) Given the product [NH:11]1[CH2:14][CH:13]([C:15]2[O:16][CH:17]=[C:18]([CH3:20])[N:19]=2)[CH2:12]1, predict the reactants needed to synthesize it. The reactants are: C(OC([N:11]1[CH2:14][CH:13]([C:15]2[O:16][CH:17]=[C:18]([CH3:20])[N:19]=2)[CH2:12]1)=O)C1C=CC=CC=1. (5) Given the product [I:1][C:22]1[C:21]([O:26][C@H:27]2[CH2:28][CH2:29][C@H:30]([C:33]([F:36])([F:34])[F:35])[CH2:31][CH2:32]2)=[CH:20][CH:19]=[C:18]2[C:23]=1[CH:24]=[CH:25][C:16]([C@:10]1([CH3:9])[CH2:14][O:13][C:12](=[O:15])[NH:11]1)=[CH:17]2, predict the reactants needed to synthesize it. The reactants are: [I:1]N1C(=O)CCC1=O.[CH3:9][C@@:10]1([C:16]2[CH:25]=[CH:24][C:23]3[C:18](=[CH:19][CH:20]=[C:21]([O:26][C@H:27]4[CH2:32][CH2:31][C@H:30]([C:33]([F:36])([F:35])[F:34])[CH2:29][CH2:28]4)[CH:22]=3)[CH:17]=2)[CH2:14][O:13][C:12](=[O:15])[NH:11]1.